Dataset: Reaction yield outcomes from USPTO patents with 853,638 reactions. Task: Predict the reaction yield, written as a fraction of the theoretical maximum amount of product (1.0 means a 100% yield; for example, 0.34 means a 34% yield). The reactants are C[S:2]([C:4]1[CH:11]=[C:10]([C:12]2[CH:17]=[CH:16][C:15]([C:18]([F:21])([F:20])[F:19])=[CH:14][CH:13]=2)[CH:9]=[CH:8][C:5]=1[C:6]#[N:7])=O. The catalyst is FC(F)(F)C(OC(=O)C(F)(F)F)=O. The product is [SH:2][C:4]1[CH:11]=[C:10]([C:12]2[CH:17]=[CH:16][C:15]([C:18]([F:19])([F:20])[F:21])=[CH:14][CH:13]=2)[CH:9]=[CH:8][C:5]=1[C:6]#[N:7]. The yield is 0.510.